From a dataset of NCI-60 drug combinations with 297,098 pairs across 59 cell lines. Regression. Given two drug SMILES strings and cell line genomic features, predict the synergy score measuring deviation from expected non-interaction effect. Synergy scores: CSS=34.3, Synergy_ZIP=-9.02, Synergy_Bliss=1.70, Synergy_Loewe=-4.12, Synergy_HSA=2.79. Drug 2: COCCOC1=C(C=C2C(=C1)C(=NC=N2)NC3=CC=CC(=C3)C#C)OCCOC.Cl. Cell line: MALME-3M. Drug 1: C1=CN(C(=O)N=C1N)C2C(C(C(O2)CO)O)O.Cl.